From a dataset of Forward reaction prediction with 1.9M reactions from USPTO patents (1976-2016). Predict the product of the given reaction. (1) Given the reactants [F:1][CH2:2][C:3]1[C@H:7]2[CH2:8][O:9][CH2:10][C@H:6]2[O:5][N:4]=1.Br[C:12]1[CH:17]=[CH:16][CH:15]=[CH:14][C:13]=1[F:18], predict the reaction product. The product is: [F:1][CH2:2][C@@:3]1([C:12]2[CH:17]=[CH:16][CH:15]=[CH:14][C:13]=2[F:18])[C@H:7]2[CH2:8][O:9][CH2:10][C@H:6]2[O:5][NH:4]1. (2) Given the reactants [CH3:1][N:2]1[C:6]2[CH:7]=[CH:8][CH:9]=[CH:10][C:5]=2[N:4]=[C:3]1[CH2:11][C:12]1[CH:17]=[CH:16][C:15]([C:18]2[O:19][CH2:20][CH:21]([C:23]([O:25][CH3:26])=[O:24])[N:22]=2)=[CH:14][CH:13]=1.BrC(Cl)(Cl)Cl.C1CCN2C(=NCCC2)CC1, predict the reaction product. The product is: [CH3:1][N:2]1[C:6]2[CH:7]=[CH:8][CH:9]=[CH:10][C:5]=2[N:4]=[C:3]1[CH2:11][C:12]1[CH:13]=[CH:14][C:15]([C:18]2[O:19][CH:20]=[C:21]([C:23]([O:25][CH3:26])=[O:24])[N:22]=2)=[CH:16][CH:17]=1. (3) Given the reactants [C:1]1([C:7]2[CH:11]=[CH:10][N:9](C(OC(C)(C)C)=O)[C:8]=2[C:19]([O:21]C)=O)[CH:6]=[CH:5][CH:4]=[CH:3][CH:2]=1.O.[NH2:24][NH2:25], predict the reaction product. The product is: [C:1]1([C:7]2[CH:11]=[CH:10][NH:9][C:8]=2[C:19]([NH:24][NH2:25])=[O:21])[CH:6]=[CH:5][CH:4]=[CH:3][CH:2]=1.